This data is from Full USPTO retrosynthesis dataset with 1.9M reactions from patents (1976-2016). The task is: Predict the reactants needed to synthesize the given product. (1) Given the product [Cl:1][C:2]1[CH:7]=[CH:6][CH:5]=[CH:4][C:3]=1[CH:8]([N:18]([C:33]1[CH:38]=[CH:37][CH:36]=[C:35]([F:39])[CH:34]=1)[C:19]([C@@H:21]1[CH2:25][N:24]([CH2:26][C:27]([O:29][CH2:30][CH3:31])=[O:28])[C:23](=[O:32])[N:22]1[C:41]1[CH:42]=[C:43]([C:44]#[N:45])[CH:46]=[CH:47][N:48]=1)=[O:20])[C:9]([NH:11][CH:12]1[CH2:15][C:14]([F:17])([F:16])[CH2:13]1)=[O:10], predict the reactants needed to synthesize it. The reactants are: [Cl:1][C:2]1[CH:7]=[CH:6][CH:5]=[CH:4][C:3]=1[CH:8]([N:18]([C:33]1[CH:38]=[CH:37][CH:36]=[C:35]([F:39])[CH:34]=1)[C:19]([C@@H:21]1[CH2:25][N:24]([CH2:26][C:27]([O:29][CH2:30][CH3:31])=[O:28])[C:23](=[O:32])[NH:22]1)=[O:20])[C:9]([NH:11][CH:12]1[CH2:15][C:14]([F:17])([F:16])[CH2:13]1)=[O:10].Br[C:41]1[CH:42]=[C:43]([CH:46]=[CH:47][N:48]=1)[C:44]#[N:45].C([O-])([O-])=O.[Cs+].[Cs+]. (2) Given the product [O:1]1[C:5]2[CH:6]=[CH:7][CH:8]=[CH:9][C:4]=2[CH:3]=[C:2]1[C:10]1[N:14]2[N:15]=[C:16]([N:32]3[C@H:28]([CH2:27][O:26][CH:21]4[CH2:22][CH2:23][CH2:24][CH2:25][O:20]4)[CH2:29][CH2:30][C:31]3=[O:33])[CH:17]=[CH:18][C:13]2=[N:12][CH:11]=1, predict the reactants needed to synthesize it. The reactants are: [O:1]1[C:5]2[CH:6]=[CH:7][CH:8]=[CH:9][C:4]=2[CH:3]=[C:2]1[C:10]1[N:14]2[N:15]=[C:16](Cl)[CH:17]=[CH:18][C:13]2=[N:12][CH:11]=1.[O:20]1[CH2:25][CH2:24][CH2:23][CH2:22][CH:21]1[O:26][CH2:27][C@H:28]1[NH:32][C:31](=[O:33])[CH2:30][CH2:29]1.C(=O)([O-])[O-].[Cs+].[Cs+].CC1(C)C2C=CC=C(P(C3C=CC=CC=3)C3C=CC=CC=3)C=2OC2C1=CC=CC=2P(C1C=CC=CC=1)C1C=CC=CC=1.